From a dataset of NCI-60 drug combinations with 297,098 pairs across 59 cell lines. Regression. Given two drug SMILES strings and cell line genomic features, predict the synergy score measuring deviation from expected non-interaction effect. (1) Drug 1: CC1=CC2C(CCC3(C2CCC3(C(=O)C)OC(=O)C)C)C4(C1=CC(=O)CC4)C. Drug 2: C1C(C(OC1N2C=NC3=C(N=C(N=C32)Cl)N)CO)O. Cell line: CAKI-1. Synergy scores: CSS=-5.04, Synergy_ZIP=-2.95, Synergy_Bliss=-7.26, Synergy_Loewe=-30.6, Synergy_HSA=-10.9. (2) Drug 1: CN(C)C1=NC(=NC(=N1)N(C)C)N(C)C. Drug 2: CN1C(=O)N2C=NC(=C2N=N1)C(=O)N. Cell line: SF-539. Synergy scores: CSS=-2.47, Synergy_ZIP=0.488, Synergy_Bliss=-0.816, Synergy_Loewe=-5.00, Synergy_HSA=-3.39. (3) Drug 1: CN(CC1=CN=C2C(=N1)C(=NC(=N2)N)N)C3=CC=C(C=C3)C(=O)NC(CCC(=O)O)C(=O)O. Drug 2: C1=NNC2=C1C(=O)NC=N2. Cell line: 786-0. Synergy scores: CSS=51.7, Synergy_ZIP=2.86, Synergy_Bliss=-0.446, Synergy_Loewe=-21.8, Synergy_HSA=-1.19. (4) Cell line: UO-31. Drug 2: C1=NC2=C(N=C(N=C2N1C3C(C(C(O3)CO)O)O)F)N. Synergy scores: CSS=3.72, Synergy_ZIP=-0.881, Synergy_Bliss=-1.30, Synergy_Loewe=-5.42, Synergy_HSA=-5.50. Drug 1: C1=CC(=CC=C1C#N)C(C2=CC=C(C=C2)C#N)N3C=NC=N3.